Dataset: Reaction yield outcomes from USPTO patents with 853,638 reactions. Task: Predict the reaction yield, written as a fraction of the theoretical maximum amount of product (1.0 means a 100% yield; for example, 0.34 means a 34% yield). (1) The reactants are Br[C:2]1[C:11]2[C:6](=[CH:7][CH:8]=[C:9]([C:12]3[CH:13]=[N:14][N:15]([CH3:17])[CH:16]=3)[CH:10]=2)[C:5](=[O:18])[N:4]([CH3:19])[CH:3]=1.[CH3:20][C:21]1([CH3:37])[C:25]([CH3:27])([CH3:26])[O:24][B:23]([B:23]2[O:24][C:25]([CH3:27])([CH3:26])[C:21]([CH3:37])([CH3:20])[O:22]2)[O:22]1.CC([O-])=O.[K+]. The catalyst is O1CCOCC1.C1C=CC(P(C2C=CC=CC=2)[C-]2C=CC=C2)=CC=1.C1C=CC(P(C2C=CC=CC=2)[C-]2C=CC=C2)=CC=1.Cl[Pd]Cl.[Fe+2]. The product is [CH3:19][N:4]1[CH:3]=[C:2]([B:23]2[O:24][C:25]([CH3:27])([CH3:26])[C:21]([CH3:37])([CH3:20])[O:22]2)[C:11]2[C:6](=[CH:7][CH:8]=[C:9]([C:12]3[CH:13]=[N:14][N:15]([CH3:17])[CH:16]=3)[CH:10]=2)[C:5]1=[O:18]. The yield is 0.120. (2) The reactants are [NH2:1][C:2]1[S:6][N:5]=[C:4]([CH3:7])[C:3]=1[C:8]([NH:10][C:11]1[CH:16]=[CH:15][CH:14]=[CH:13][C:12]=1[CH2:17][CH3:18])=[O:9].Cl[C:20]1[CH:25]=[N:24][CH:23]=[CH:22][N:21]=1.C(=O)([O-])[O-].[Cs+].[Cs+].CC1(C)C2C(=C(P(C3C=CC=CC=3)C3C=CC=CC=3)C=CC=2)OC2C(P(C3C=CC=CC=3)C3C=CC=CC=3)=CC=CC1=2. The catalyst is O1CCOCC1.C([O-])(=O)C.[Pd+2].C([O-])(=O)C. The product is [CH2:17]([C:12]1[CH:13]=[CH:14][CH:15]=[CH:16][C:11]=1[NH:10][C:8]([C:3]1[C:4]([CH3:7])=[N:5][S:6][C:2]=1[NH:1][C:20]1[CH:25]=[N:24][CH:23]=[CH:22][N:21]=1)=[O:9])[CH3:18]. The yield is 0.260.